Dataset: Catalyst prediction with 721,799 reactions and 888 catalyst types from USPTO. Task: Predict which catalyst facilitates the given reaction. (1) Reactant: [CH3:1][O:2][C:3]1[CH:4]=[C:5]2[C:10](=[CH:11][C:12]=1[O:13][CH3:14])[N:9]=[CH:8][CH:7]=[C:6]2[O:15][C:16]1[CH:22]=[CH:21][C:19]([NH2:20])=[C:18]([CH3:23])[C:17]=1[CH3:24].Cl[C:26](Cl)([O:28][C:29](=[O:35])OC(Cl)(Cl)Cl)Cl.O[C:38]1[CH:39]=[C:40]([CH:43]=C[CH:45]=1)[C:41]#[N:42].C(=O)(O)[O-].[Na+]. Product: [CH3:1][O:2][C:3]1[CH:4]=[C:5]2[C:10](=[CH:11][C:12]=1[O:13][CH3:14])[N:9]=[CH:8][CH:7]=[C:6]2[O:15][C:16]1[CH:22]=[CH:21][C:19]([NH:20][C:29](=[O:35])[O:28][C:26]2[CH:45]=[CH:38][CH:39]=[C:40]([C:41]#[N:42])[CH:43]=2)=[C:18]([CH3:23])[C:17]=1[CH3:24]. The catalyst class is: 208. (2) Reactant: [CH2:1](OCC)C.FB(F)F.[CH:10]1[C:23]2[CH:22]=[CH:21][C:20]3[C:15](=[N:16][CH:17]=[CH:18][CH:19]=3)[C:14]=2[NH:13][S:12](=[O:25])(=[O:24])[N:11]=1.C[Li]. Product: [CH3:1][CH:10]1[C:23]2[CH:22]=[CH:21][C:20]3[C:15](=[N:16][CH:17]=[CH:18][CH:19]=3)[C:14]=2[NH:13][S:12](=[O:25])(=[O:24])[NH:11]1. The catalyst class is: 1. (3) Reactant: Cl[C:2]1[CH:7]=[CH:6][C:5]([CH2:8][N:9]2[C:13]([CH3:14])=[CH:12][C:11](/[C:15](/[F:30])=[CH:16]/[C:17]3[CH:22]=[CH:21][C:20]([C:23]([CH3:29])([CH3:28])[C:24]([F:27])([F:26])[F:25])=[CH:19][CH:18]=3)=[N:10]2)=[CH:4][N:3]=1.[CH3:31][NH2:32]. Product: [F:30]/[C:15](/[C:11]1[CH:12]=[C:13]([CH3:14])[N:9]([CH2:8][C:5]2[CH:6]=[CH:7][C:2]([NH:32][CH3:31])=[N:3][CH:4]=2)[N:10]=1)=[CH:16]\[C:17]1[CH:22]=[CH:21][C:20]([C:23]([CH3:29])([CH3:28])[C:24]([F:27])([F:26])[F:25])=[CH:19][CH:18]=1. The catalyst class is: 8. (4) Reactant: [C:1]([O:5][C:6]([N:8]1[CH2:13][CH2:12][N:11]([C:14]2[O:15][C:16]3[C:22](Br)=[CH:21][C:20]([Cl:24])=[CH:19][C:17]=3[N:18]=2)[C@@H:10]([CH3:25])[CH2:9]1)=[O:7])([CH3:4])([CH3:3])[CH3:2].C([Sn](CCCC)(CCCC)[C:31]1[O:32][CH:33]=[CH:34][N:35]=1)CCC.O. The catalyst class is: 128. Product: [C:1]([O:5][C:6]([N:8]1[CH2:13][CH2:12][N:11]([C:14]2[O:15][C:16]3[C:22]([C:31]4[O:32][CH:33]=[CH:34][N:35]=4)=[CH:21][C:20]([Cl:24])=[CH:19][C:17]=3[N:18]=2)[C@@H:10]([CH3:25])[CH2:9]1)=[O:7])([CH3:4])([CH3:3])[CH3:2]. (5) Reactant: N[C:2]1[N:6]([C:7]2[CH:12]=[C:11]([S:13][CH2:14][C:15]([F:18])([F:17])[F:16])[C:10]([CH3:19])=[CH:9][C:8]=2[F:20])[N:5]=[C:4]([O:21][C:22]([F:31])([F:30])[CH:23]([F:29])[O:24][C:25]([F:28])([F:27])[F:26])[C:3]=1[Cl:32].N(OC(C)(C)C)=O. Product: [Cl:32][C:3]1[C:4]([O:21][C:22]([F:31])([F:30])[CH:23]([F:29])[O:24][C:25]([F:26])([F:27])[F:28])=[N:5][N:6]([C:7]2[CH:12]=[C:11]([S:13][CH2:14][C:15]([F:18])([F:17])[F:16])[C:10]([CH3:19])=[CH:9][C:8]=2[F:20])[CH:2]=1. The catalyst class is: 7. (6) Reactant: Br[C:2]1[CH:7]=[CH:6][C:5]([F:8])=[CH:4][CH:3]=1.[Mg].II.[CH2:12]1[CH:16]2[CH2:17][C:18](=[O:19])[CH:14]([CH2:15]2)[CH2:13]1. Product: [F:8][C:5]1[CH:6]=[CH:7][C:2]([C:18]2([OH:19])[CH2:17][CH:16]3[CH2:15][CH:14]2[CH2:13][CH2:12]3)=[CH:3][CH:4]=1. The catalyst class is: 1.